This data is from NCI-60 drug combinations with 297,098 pairs across 59 cell lines. The task is: Regression. Given two drug SMILES strings and cell line genomic features, predict the synergy score measuring deviation from expected non-interaction effect. (1) Drug 1: COC1=CC(=CC(=C1O)OC)C2C3C(COC3=O)C(C4=CC5=C(C=C24)OCO5)OC6C(C(C7C(O6)COC(O7)C8=CC=CS8)O)O. Drug 2: CNC(=O)C1=NC=CC(=C1)OC2=CC=C(C=C2)NC(=O)NC3=CC(=C(C=C3)Cl)C(F)(F)F. Cell line: HS 578T. Synergy scores: CSS=27.8, Synergy_ZIP=-10.5, Synergy_Bliss=-6.15, Synergy_Loewe=-6.10, Synergy_HSA=-5.52. (2) Drug 1: C1=CC(=C2C(=C1NCCNCCO)C(=O)C3=C(C=CC(=C3C2=O)O)O)NCCNCCO. Drug 2: C1=C(C(=O)NC(=O)N1)F. Cell line: COLO 205. Synergy scores: CSS=72.2, Synergy_ZIP=-4.18, Synergy_Bliss=-4.94, Synergy_Loewe=6.97, Synergy_HSA=8.24. (3) Drug 1: C1=CC(=CC=C1CCC2=CNC3=C2C(=O)NC(=N3)N)C(=O)NC(CCC(=O)O)C(=O)O. Drug 2: CC(C)(C#N)C1=CC(=CC(=C1)CN2C=NC=N2)C(C)(C)C#N. Cell line: HS 578T. Synergy scores: CSS=-1.32, Synergy_ZIP=-5.59, Synergy_Bliss=-14.0, Synergy_Loewe=-15.9, Synergy_HSA=-13.4.